Dataset: Merck oncology drug combination screen with 23,052 pairs across 39 cell lines. Task: Regression. Given two drug SMILES strings and cell line genomic features, predict the synergy score measuring deviation from expected non-interaction effect. (1) Drug 1: CN(Cc1cnc2nc(N)nc(N)c2n1)c1ccc(C(=O)NC(CCC(=O)O)C(=O)O)cc1. Drug 2: CNC(=O)c1cc(Oc2ccc(NC(=O)Nc3ccc(Cl)c(C(F)(F)F)c3)cc2)ccn1. Cell line: NCIH520. Synergy scores: synergy=-9.42. (2) Drug 1: NC1CCCCC1N.O=C(O)C(=O)O.[Pt+2]. Drug 2: CCc1cnn2c(NCc3ccc[n+]([O-])c3)cc(N3CCCCC3CCO)nc12. Cell line: SKOV3. Synergy scores: synergy=-20.2. (3) Drug 1: N#Cc1ccc(Cn2cncc2CN2CCN(c3cccc(Cl)c3)C(=O)C2)cc1. Drug 2: CCC1=CC2CN(C1)Cc1c([nH]c3ccccc13)C(C(=O)OC)(c1cc3c(cc1OC)N(C)C1C(O)(C(=O)OC)C(OC(C)=O)C4(CC)C=CCN5CCC31C54)C2. Cell line: OVCAR3. Synergy scores: synergy=-34.1. (4) Cell line: SW837. Synergy scores: synergy=23.3. Drug 2: Cn1c(=O)n(-c2ccc(C(C)(C)C#N)cc2)c2c3cc(-c4cnc5ccccc5c4)ccc3ncc21. Drug 1: CC1(c2nc3c(C(N)=O)cccc3[nH]2)CCCN1.